Dataset: Peptide-MHC class I binding affinity with 185,985 pairs from IEDB/IMGT. Task: Regression. Given a peptide amino acid sequence and an MHC pseudo amino acid sequence, predict their binding affinity value. This is MHC class I binding data. (1) The peptide sequence is FCSDALTLI. The MHC is HLA-A68:02 with pseudo-sequence HLA-A68:02. The binding affinity (normalized) is 0.311. (2) The peptide sequence is MCHATFTTR. The binding affinity (normalized) is 0.475. The MHC is HLA-A31:01 with pseudo-sequence HLA-A31:01. (3) The peptide sequence is KSTVKLVQR. The MHC is HLA-A11:01 with pseudo-sequence HLA-A11:01. The binding affinity (normalized) is 0.329. (4) The peptide sequence is RPAFPAGTF. The MHC is HLA-B57:01 with pseudo-sequence HLA-B57:01. The binding affinity (normalized) is 0.0847. (5) The peptide sequence is FVDVGVSAL. The MHC is HLA-B58:01 with pseudo-sequence HLA-B58:01. The binding affinity (normalized) is 0.0847. (6) The peptide sequence is YEFRKVKSY. The MHC is HLA-A23:01 with pseudo-sequence HLA-A23:01. The binding affinity (normalized) is 0.